From a dataset of Reaction yield outcomes from USPTO patents with 853,638 reactions. Predict the reaction yield, written as a fraction of the theoretical maximum amount of product (1.0 means a 100% yield; for example, 0.34 means a 34% yield). (1) The reactants are I[C:2]1[CH:21]=[N:20][C:5]2[NH:6][CH2:7][CH2:8][N:9]([CH2:10][C:11]3[CH:16]=[C:15]([F:17])[C:14]([F:18])=[CH:13][C:12]=3[F:19])[C:4]=2[CH:3]=1.[CH3:22][N:23]1[CH2:28][CH2:27][N:26]([C:29]([C:31]2[CH:36]=[CH:35][C:34](B3OC(C)(C)C(C)(C)O3)=[CH:33][CH:32]=2)=[O:30])[CH2:25][CH2:24]1. No catalyst specified. The product is [CH3:22][N:23]1[CH2:28][CH2:27][N:26]([C:29]([C:31]2[CH:36]=[CH:35][C:34]([C:2]3[CH:21]=[N:20][C:5]4[NH:6][CH2:7][CH2:8][N:9]([CH2:10][C:11]5[CH:16]=[C:15]([F:17])[C:14]([F:18])=[CH:13][C:12]=5[F:19])[C:4]=4[CH:3]=3)=[CH:33][CH:32]=2)=[O:30])[CH2:25][CH2:24]1. The yield is 0.300. (2) The reactants are [H-].[Na+].[Cl:3][C:4]1[CH:9]=[CH:8][CH:7]=[CH:6][C:5]=1[SH:10].[CH:11]1(OS(C2C=CC(C)=CC=2)(=O)=O)[CH2:15][CH:14]=[CH:13][CH2:12]1.O. The catalyst is CN(C=O)C. The product is [Cl:3][C:4]1[CH:9]=[CH:8][CH:7]=[CH:6][C:5]=1[S:10][CH:14]1[CH2:13][CH:12]=[CH:11][CH2:15]1. The yield is 0.790.